Dataset: Reaction yield outcomes from USPTO patents with 853,638 reactions. Task: Predict the reaction yield, written as a fraction of the theoretical maximum amount of product (1.0 means a 100% yield; for example, 0.34 means a 34% yield). (1) The reactants are [Cl-].O[NH3+:3].[C:4](=[O:7])([O-])[OH:5].[Na+].CS(C)=O.[CH2:13]([C:17]1[N:18]=[C:19]([CH3:50])[N:20]([C:40]2[CH:41]=[CH:42][C:43]3[O:47][CH:46]([CH3:48])[CH2:45][C:44]=3[CH:49]=2)[C:21](=[O:39])[C:22]=1[CH2:23][C:24]1[CH:29]=[CH:28][C:27]([C:30]2[C:31]([C:36]#[N:37])=[CH:32][CH:33]=[CH:34][CH:35]=2)=[CH:26][C:25]=1[F:38])[CH2:14][CH2:15][CH3:16]. The catalyst is O.C(OCC)(=O)C. The product is [CH2:13]([C:17]1[N:18]=[C:19]([CH3:50])[N:20]([C:40]2[CH:41]=[CH:42][C:43]3[O:47][CH:46]([CH3:48])[CH2:45][C:44]=3[CH:49]=2)[C:21](=[O:39])[C:22]=1[CH2:23][C:24]1[CH:29]=[CH:28][C:27]([C:30]2[CH:35]=[CH:34][CH:33]=[CH:32][C:31]=2[C:36]2[NH:3][C:4](=[O:7])[O:5][N:37]=2)=[CH:26][C:25]=1[F:38])[CH2:14][CH2:15][CH3:16]. The yield is 0.590. (2) The reactants are [OH-].[Na+].C[O:4][C:5](=[O:41])[CH2:6][C:7]1[CH:8]=[N:9][CH:10]=[C:11]([C:13]2[CH:18]=[CH:17][C:16]([C:19]([CH2:38][CH3:39])([C:22]3[CH:27]=[CH:26][C:25](/[CH:28]=[CH:29]/[C:30]4([OH:36])[CH2:35][CH2:34][O:33][CH2:32][CH2:31]4)=[C:24]([CH3:37])[CH:23]=3)[CH2:20][CH3:21])=[CH:15][C:14]=2[CH3:40])[CH:12]=1. The catalyst is CO.O1CCCC1. The product is [CH2:20]([C:19]([C:16]1[CH:17]=[CH:18][C:13]([C:11]2[CH:12]=[C:7]([CH2:6][C:5]([OH:41])=[O:4])[CH:8]=[N:9][CH:10]=2)=[C:14]([CH3:40])[CH:15]=1)([C:22]1[CH:27]=[CH:26][C:25](/[CH:28]=[CH:29]/[C:30]2([OH:36])[CH2:31][CH2:32][O:33][CH2:34][CH2:35]2)=[C:24]([CH3:37])[CH:23]=1)[CH2:38][CH3:39])[CH3:21]. The yield is 0.560. (3) The reactants are [CH2:1]([N:8]1[C:16]2[CH:15]=[C:14]([O:17][CH2:18][CH2:19][CH2:20][CH3:21])[N:13]=[C:12]([N:22](CC3C=CC(OC)=CC=3)CC3C=CC(OC)=CC=3)[C:11]=2[N:10]=[C:9]1[OH:41])[C:2]1[CH:7]=[CH:6][CH:5]=[CH:4][CH:3]=1.C(O)(C(F)(F)F)=O. No catalyst specified. The product is [NH2:22][C:12]1[C:11]2[N:10]=[C:9]([OH:41])[N:8]([CH2:1][C:2]3[CH:7]=[CH:6][CH:5]=[CH:4][CH:3]=3)[C:16]=2[CH:15]=[C:14]([O:17][CH2:18][CH2:19][CH2:20][CH3:21])[N:13]=1. The yield is 0.660. (4) The catalyst is C1(P(C2C=CC=CC=2)C2C=CC=CC=2)C=CC=CC=1.C1(P(C2C=CC=CC=2)C2C=CC=CC=2)C=CC=CC=1.C1(P(C2C=CC=CC=2)C2C=CC=CC=2)C=CC=CC=1.C1(P(C2C=CC=CC=2)C2C=CC=CC=2)C=CC=CC=1.[Pd]. The product is [CH3:1][C:2]1[CH:3]=[C:4]([CH3:12])[C:5]2[N:6]([CH:8]=[CH:9][N:10]=2)[CH:7]=1. The reactants are [CH3:1][C:2]1[CH:3]=[C:4](Br)[C:5]2[N:6]([CH:8]=[CH:9][N:10]=2)[CH:7]=1.[CH3:12][Sn](C)(C)C. The yield is 1.00. (5) The reactants are [F:1][C:2]1[C:7]([F:8])=[C:6]([NH:9][C:10]2[CH:15]=[CH:14][C:13]([I:16])=[CH:12][C:11]=2[F:17])[C:5]([NH2:18])=[CH:4][CH:3]=1.[CH2:19]([S:23](Cl)(=[O:25])=[O:24])[CH2:20][CH2:21][CH3:22]. No catalyst specified. The product is [F:8][C:7]1[C:6]([NH:9][C:10]2[CH:15]=[CH:14][C:13]([I:16])=[CH:12][C:11]=2[F:17])=[C:5]([NH:18][S:23]([CH2:19][CH2:20][CH2:21][CH3:22])(=[O:25])=[O:24])[CH:4]=[CH:3][C:2]=1[F:1]. The yield is 0.550. (6) The yield is 0.880. The product is [Cl:14][C:8]1[C:9]2[C:4](=[N:3][N:2]([CH3:1])[CH:10]=2)[N:5]=[CH:6][CH:7]=1. The reactants are [CH3:1][N:2]1[CH:10]=[C:9]2[C:4]([NH:5][CH:6]=[CH:7][C:8]2=O)=[N:3]1.P(Cl)(Cl)([Cl:14])=O.[OH-].[Na+]. No catalyst specified. (7) The yield is 0.940. The catalyst is ClCCl. The reactants are [C:1]1([CH2:7][CH2:8][CH2:9][CH2:10][OH:11])[CH:6]=[CH:5][CH:4]=[CH:3][CH:2]=1.[C:12](Cl)(=[O:16])[CH2:13][CH2:14][CH3:15]. The product is [C:1]1([CH2:7][CH2:8][CH2:9][CH2:10][O:11][C:12](=[O:16])[CH2:13][CH2:14][CH3:15])[CH:6]=[CH:5][CH:4]=[CH:3][CH:2]=1. (8) The reactants are [CH3:1][N:2]1[C:6]([C:7](=O)[CH2:8][C:9]2[CH:13]=[CH:12][S:11][CH:10]=2)=[CH:5][CH:4]=[N:3]1.[CH2:15]([O:17][C:18]1[CH:19]=[C:20]([CH:23]=[C:24]([N+:27]([O-:29])=[O:28])[C:25]=1[OH:26])[CH:21]=O)[CH3:16].[NH2:30][C:31]([NH2:33])=[O:32].Cl. The catalyst is CCO. The product is [CH2:15]([O:17][C:18]1[CH:19]=[C:20]([CH:21]2[C:8]([C:9]3[CH:13]=[CH:12][S:11][CH:10]=3)=[C:7]([C:6]3[N:2]([CH3:1])[N:3]=[CH:4][CH:5]=3)[NH:33][C:31](=[O:32])[NH:30]2)[CH:23]=[C:24]([N+:27]([O-:29])=[O:28])[C:25]=1[OH:26])[CH3:16]. The yield is 0.167.